From a dataset of Catalyst prediction with 721,799 reactions and 888 catalyst types from USPTO. Predict which catalyst facilitates the given reaction. (1) Reactant: CC1C=CC(S(O[CH2:12][C:13]2([C:27]#[N:28])[CH2:18][CH2:17][CH:16]([O:19][CH2:20][C:21]3[CH:26]=[CH:25][CH:24]=[CH:23][CH:22]=3)[CH2:15][CH2:14]2)(=O)=O)=CC=1.[H-].[H-].[H-].[H-].[Li+].[Al+3].[OH-].[Na+].[CH3:37][C:38]([O:41][C:42](O[C:42]([O:41][C:38]([CH3:40])([CH3:39])[CH3:37])=[O:43])=[O:43])([CH3:40])[CH3:39]. Product: [CH2:20]([O:19][CH:16]1[CH2:15][CH2:14][C:13]2([CH2:12][N:28]([C:42]([O:41][C:38]([CH3:40])([CH3:39])[CH3:37])=[O:43])[CH2:27]2)[CH2:18][CH2:17]1)[C:21]1[CH:22]=[CH:23][CH:24]=[CH:25][CH:26]=1. The catalyst class is: 677. (2) Reactant: Cl.[C:2]([NH2:10])(=[NH:9])[C:3]1[CH:8]=[CH:7][CH:6]=[CH:5][CH:4]=1.[OH-].[Na+].C(O[C:16](=O)[C:17]1[CH:22]=[CH:21][CH:20]=[CH:19][CH:18]=1)C.[CH2:24]([OH:26])[CH3:25]. Product: [C:3]1([C:2]2[NH:10][C:24](=[O:26])[CH:25]=[C:16]([C:17]3[CH:18]=[CH:19][CH:20]=[CH:21][CH:22]=3)[N:9]=2)[CH:8]=[CH:7][CH:6]=[CH:5][CH:4]=1. The catalyst class is: 6. (3) Reactant: [NH2:1][C:2]1[CH:3]=[C:4]([CH:15]=[CH:16][CH:17]=1)[C:5]([NH:7][CH:8]1[CH2:14][CH2:13][CH2:12][CH2:11][CH2:10][CH2:9]1)=[O:6].[C:18]1(=[O:28])[O:23][C:21](=[O:22])[C:20]2=[CH:24][CH:25]=[CH:26][CH:27]=[C:19]12.C(N(CC)C(C)C)(C)C. Product: [CH:8]1([NH:7][C:5]([C:4]2[CH:3]=[C:2]([NH:1][C:18](=[O:28])[C:19]3[C:20](=[CH:24][CH:25]=[CH:26][CH:27]=3)[C:21]([OH:23])=[O:22])[CH:17]=[CH:16][CH:15]=2)=[O:6])[CH2:14][CH2:13][CH2:12][CH2:11][CH2:10][CH2:9]1. The catalyst class is: 2. (4) Reactant: [CH2:1]([O:8][C:9]1[CH:10]=[C:11]2[C:16](=[CH:17][C:18]=1[O:19][CH3:20])[CH:15](/[CH:21]=[CH:22]/[C:23]1[CH:28]=[C:27]([O:29][CH2:30][C:31]3[CH:36]=[CH:35][CH:34]=[CH:33][CH:32]=3)[C:26]([O:37][CH3:38])=[CH:25][C:24]=1[CH3:39])[NH:14][CH2:13][CH2:12]2)[C:2]1[CH:7]=[CH:6][CH:5]=[CH:4][CH:3]=1.[N:40]1[CH:45]=[CH:44][N:43]=[CH:42][C:41]=1[C:46](O)=[O:47].CCN(C(C)C)C(C)C.CN(C(ON1N=NC2C=CC=NC1=2)=[N+](C)C)C.F[P-](F)(F)(F)(F)F. Product: [CH2:1]([O:8][C:9]1[CH:10]=[C:11]2[C:16](=[CH:17][C:18]=1[O:19][CH3:20])[CH:15](/[CH:21]=[CH:22]/[C:23]1[CH:28]=[C:27]([O:29][CH2:30][C:31]3[CH:32]=[CH:33][CH:34]=[CH:35][CH:36]=3)[C:26]([O:37][CH3:38])=[CH:25][C:24]=1[CH3:39])[N:14]([C:46]([C:41]1[CH:42]=[N:43][CH:44]=[CH:45][N:40]=1)=[O:47])[CH2:13][CH2:12]2)[C:2]1[CH:7]=[CH:6][CH:5]=[CH:4][CH:3]=1. The catalyst class is: 329. (5) Reactant: N[C@@H:2]([CH3:6])[C:3]([OH:5])=[O:4].N([O-])=O.[Na+]. Product: [C:3]([O:5][C@H:2]([CH3:6])[C:3]([OH:5])=[O:4])(=[O:4])[CH3:2]. The catalyst class is: 15.